Task: Predict the product of the given reaction.. Dataset: Forward reaction prediction with 1.9M reactions from USPTO patents (1976-2016) (1) Given the reactants [OH:1][C:2]1[C:11]2[C:6](=[CH:7][CH:8]=[C:9]([OH:12])[CH:10]=2)[N:5]=[C:4]([C:13]([NH2:15])=[O:14])[N:3]=1.C(N(CC)CC)C.[C:23](OC(=O)C)(=[O:25])[CH3:24], predict the reaction product. The product is: [C:13]([C:4]1[N:3]=[C:2]([OH:1])[C:11]2[C:6](=[CH:7][CH:8]=[C:9]([O:12][C:23](=[O:25])[CH3:24])[CH:10]=2)[N:5]=1)(=[O:14])[NH2:15]. (2) Given the reactants [OH-].[Na+].[SH:3][C:4]1[N:9]=[C:8]([OH:10])[CH:7]=[C:6]([OH:11])[N:5]=1.[CH2:12](Br)[C:13]1[CH:18]=[CH:17][CH:16]=[CH:15][CH:14]=1, predict the reaction product. The product is: [CH2:12]([S:3][C:4]1[N:9]=[C:8]([OH:10])[CH:7]=[C:6]([OH:11])[N:5]=1)[C:13]1[CH:18]=[CH:17][CH:16]=[CH:15][CH:14]=1. (3) Given the reactants C1(P(C2CCCCC2)C2C=CC=CC=2C2C(OC)=CC=CC=2OC)CCCCC1.[CH2:30]([O:37][C:38]([N:40]1[CH2:49][CH2:48][C:47]2[C:42](=[C:43](B3OC(C)(C)C(C)(C)O3)[CH:44]=[CH:45][C:46]=2[F:50])[CH2:41]1)=[O:39])[C:31]1[CH:36]=[CH:35][CH:34]=[CH:33][CH:32]=1.P([O-])([O-])([O-])=O.[K+].[K+].[K+].C([O:72][C:73](=[O:86])[CH2:74][C:75]1[CH:80]=[CH:79][C:78]([O:81][CH:82]2[CH2:84][CH2:83]2)=[C:77](Cl)[CH:76]=1)(C)(C)C, predict the reaction product. The product is: [CH2:30]([O:37][C:38]([N:40]1[CH2:49][CH2:48][C:47]2[C:42](=[C:43]([C:77]3[CH:76]=[C:75]([CH2:74][C:73]([OH:86])=[O:72])[CH:80]=[CH:79][C:78]=3[O:81][CH:82]3[CH2:84][CH2:83]3)[CH:44]=[CH:45][C:46]=2[F:50])[CH2:41]1)=[O:39])[C:31]1[CH:36]=[CH:35][CH:34]=[CH:33][CH:32]=1. (4) Given the reactants [CH3:1][CH2:2][N:3]([CH2:6][CH2:7][NH:8][C:9]([C:11]1[C:12]([CH3:29])=[C:13](/[CH:17]=[C:18]2/[C:19]3[CH:20]=[C:21]([F:28])[CH:22]=[CH:23][C:24]=3[NH:25][C:26]/2=[O:27])[NH:14][C:15]=1[CH3:16])=[O:10])[CH2:4][CH3:5].[C:30]([OH:39])(=[O:38])[C@H:31]([C@@H:33]([C:35]([OH:37])=[O:36])[OH:34])[OH:32], predict the reaction product. The product is: [CH3:1][CH2:2][N:3]([CH2:6][CH2:7][NH:8][C:9]([C:11]1[C:12]([CH3:29])=[C:13](/[CH:17]=[C:18]2/[C:19]3[CH:20]=[C:21]([F:28])[CH:22]=[CH:23][C:24]=3[NH:25][C:26]/2=[O:27])[NH:14][C:15]=1[CH3:16])=[O:10])[CH2:4][CH3:5].[C:35]([C@H:33]([C@@H:31]([C:30]([O-:39])=[O:38])[OH:32])[OH:34])([O-:37])=[O:36]. (5) Given the reactants [S:1]1[CH:5]=[C:4]([C:6]([OH:8])=O)[C:3]2[CH2:9][CH2:10][CH2:11][CH2:12][C:2]1=2.[NH2:13][C:14]1[CH:15]=[CH:16][C:17]([N:22]2[CH2:27][CH2:26][CH:25]([OH:28])[CH2:24][CH2:23]2)=[C:18]([CH:21]=1)[C:19]#[N:20], predict the reaction product. The product is: [C:19]([C:18]1[CH:21]=[C:14]([NH:13][C:6]([C:4]2[C:3]3[CH2:9][CH2:10][CH2:11][CH2:12][C:2]=3[S:1][CH:5]=2)=[O:8])[CH:15]=[CH:16][C:17]=1[N:22]1[CH2:27][CH2:26][CH:25]([OH:28])[CH2:24][CH2:23]1)#[N:20]. (6) Given the reactants C([O:4][CH2:5][C:6]1[O:7][C:8]([C:11]2[N:12]=[N:13][C:14]([N:17]3[CH2:20][CH:19]([CH2:21][C:22]4[CH:27]=[CH:26][CH:25]=[CH:24][C:23]=4[C:28]([F:31])([F:30])[F:29])[CH2:18]3)=[CH:15][CH:16]=2)=[N:9][N:10]=1)(=O)C.O.NN, predict the reaction product. The product is: [F:31][C:28]([F:29])([F:30])[C:23]1[CH:24]=[CH:25][CH:26]=[CH:27][C:22]=1[CH2:21][CH:19]1[CH2:20][N:17]([C:14]2[N:13]=[N:12][C:11]([C:8]3[O:7][C:6]([CH2:5][OH:4])=[N:10][N:9]=3)=[CH:16][CH:15]=2)[CH2:18]1. (7) Given the reactants [CH:1]1[C:10]2[C:5](=[CH:6][CH:7]=[CH:8][CH:9]=2)[CH:4]=[C:3]([C:11]([OH:13])=O)[N:2]=1.CN(C(ON1N=NC2C=CC=CC1=2)=[N+](C)C)C.F[P-](F)(F)(F)(F)F.[CH3:38][O:39][C:40]([C:42]1[C:50]2[N:49]=[C:48]([NH2:51])[NH:47][C:46]=2[CH:45]=[C:44]([C:52]2[CH:57]=[CH:56][N:55]=[CH:54][CH:53]=2)[CH:43]=1)=[O:41], predict the reaction product. The product is: [CH3:38][O:39][C:40]([C:42]1[C:50]2[NH:49][C:48]([NH:51][C:11]([C:3]3[N:2]=[CH:1][C:10]4[C:5]([CH:4]=3)=[CH:6][CH:7]=[CH:8][CH:9]=4)=[O:13])=[N:47][C:46]=2[CH:45]=[C:44]([C:52]2[CH:57]=[CH:56][N:55]=[CH:54][CH:53]=2)[CH:43]=1)=[O:41]. (8) Given the reactants C(N(C(C)C)CC)(C)C.C1C=CC2N(O)N=NC=2C=1.[N:20]1[CH:25]=[CH:24][C:23]([NH2:26])=[CH:22][N:21]=1.C(Cl)CCl.[Br:31][C:32]1[C:33]([CH2:49][N:50]2[CH2:55][CH2:54][O:53][CH2:52][CH2:51]2)=[CH:34][C:35]([O:41][CH2:42][C:43]2[CH:48]=[CH:47][CH:46]=[CH:45][CH:44]=2)=[C:36]([CH:40]=1)[C:37](O)=[O:38], predict the reaction product. The product is: [Br:31][C:32]1[C:33]([CH2:49][N:50]2[CH2:51][CH2:52][O:53][CH2:54][CH2:55]2)=[CH:34][C:35]([O:41][CH2:42][C:43]2[CH:44]=[CH:45][CH:46]=[CH:47][CH:48]=2)=[C:36]([CH:40]=1)[C:37]([NH:26][C:23]1[CH:24]=[CH:25][N:20]=[N:21][CH:22]=1)=[O:38]. (9) Given the reactants [Br:1][C:2]1[S:6][C:5]([S:7](Cl)(=[O:9])=[O:8])=[CH:4][CH:3]=1.[CH2:11]([CH2:13][NH2:14])[OH:12].C([O-])(O)=O.[Na+], predict the reaction product. The product is: [OH:12][CH2:11][CH2:13][NH:14][S:7]([C:5]1[S:6][C:2]([Br:1])=[CH:3][CH:4]=1)(=[O:9])=[O:8]. (10) Given the reactants [F:1][C:2]([F:33])([F:32])[C:3]([C:5]1[CH:10]=[CH:9][C:8]([O:11][CH2:12][CH2:13][N:14]([CH2:27][C:28]([F:31])([F:30])[F:29])[C:15]2[CH:22]=[CH:21][C:18]([C:19]#[N:20])=[C:17]([C:23]([F:26])([F:25])[F:24])[CH:16]=2)=[CH:7][CH:6]=1)=[O:4].[F:34][C:35]([Si](C)(C)C)([F:37])[F:36].[F-].[Cs+].Cl, predict the reaction product. The product is: [F:31][C:28]([F:30])([F:29])[CH2:27][N:14]([CH2:13][CH2:12][O:11][C:8]1[CH:7]=[CH:6][C:5]([C:3]([OH:4])([C:35]([F:37])([F:36])[F:34])[C:2]([F:32])([F:33])[F:1])=[CH:10][CH:9]=1)[C:15]1[CH:22]=[CH:21][C:18]([C:19]#[N:20])=[C:17]([C:23]([F:24])([F:25])[F:26])[CH:16]=1.